This data is from Full USPTO retrosynthesis dataset with 1.9M reactions from patents (1976-2016). The task is: Predict the reactants needed to synthesize the given product. (1) Given the product [C:1]([N:8]([C:13]12[CH2:14][C:15]3([CH3:24])[CH2:16][C:17]([CH3:23])([CH2:18][C:19]([OH:25])([CH2:21]3)[CH2:20]1)[CH2:22]2)[CH2:9][C:10]([OH:12])=[O:11])([O:3][C:4]([CH3:7])([CH3:6])[CH3:5])=[O:2], predict the reactants needed to synthesize it. The reactants are: [C:1]([N:8]([C:13]12[CH2:22][C:17]3([CH3:23])[CH2:18][CH:19]([CH2:21][C:15]([CH3:24])([CH2:16]3)[CH2:14]1)[CH2:20]2)[CH2:9][C:10]([OH:12])=[O:11])([O:3][C:4]([CH3:7])([CH3:6])[CH3:5])=[O:2].[O-:25][Mn](=O)(=O)=O.[K+].Cl. (2) Given the product [Cl:18][C:4]1[S:3][C:2]([NH:1][C:24](=[O:25])[N:26]([CH2:27][CH2:28][CH:35]([C:36]2[CH:41]=[CH:40][CH:39]=[CH:38][CH:37]=2)[C:42]2[CH:47]=[CH:46][CH:45]=[CH:44][CH:43]=2)[CH3:30])=[N:6][C:5]=1[C:7]1[CH:8]=[CH:9][C:10]([NH:13][S:14]([CH3:17])(=[O:15])=[O:16])=[CH:11][CH:12]=1, predict the reactants needed to synthesize it. The reactants are: [NH2:1][C:2]1[S:3][C:4]([Cl:18])=[C:5]([C:7]2[CH:12]=[CH:11][C:10]([NH:13][S:14]([CH3:17])(=[O:16])=[O:15])=[CH:9][CH:8]=2)[N:6]=1.C1N=CN([C:24]([N:26]2[CH:30]=N[CH:28]=[CH:27]2)=[O:25])C=1.CNCC[CH:35]([C:42]1[CH:47]=[CH:46][CH:45]=[CH:44][CH:43]=1)[C:36]1[CH:41]=[CH:40][CH:39]=[CH:38][CH:37]=1.